Predict the product of the given reaction. From a dataset of Forward reaction prediction with 1.9M reactions from USPTO patents (1976-2016). (1) Given the reactants Cl.[C:2]1([N:11]2[CH2:15][CH2:14][C@H:13]([NH2:16])[CH2:12]2)[C:3]2[N:4]([CH:8]=[CH:9][CH:10]=2)[CH:5]=[CH:6][N:7]=1.[C:17]1([N:23]2[CH:27]=[N:26][C:25]([C:28](O)=[O:29])=[N:24]2)[CH:22]=[CH:21][CH:20]=[CH:19][CH:18]=1.C(N(CC)C(C)C)C.CN(C(ON1N=NC2C=CC=NC1=2)=[N+](C)C)C.F[P-](F)(F)(F)(F)F, predict the reaction product. The product is: [C:17]1([N:23]2[CH:27]=[N:26][C:25]([C:28]([NH:16][C@H:13]3[CH2:14][CH2:15][N:11]([C:2]4[C:3]5[N:4]([CH:8]=[CH:9][CH:10]=5)[CH:5]=[CH:6][N:7]=4)[CH2:12]3)=[O:29])=[N:24]2)[CH:18]=[CH:19][CH:20]=[CH:21][CH:22]=1. (2) Given the reactants [N+:1]([C:4]1[C:5](O)=[N:6][C:7]([C:10]([F:13])([F:12])[F:11])=[CH:8][CH:9]=1)([O-:3])=[O:2].P(Cl)(Cl)(Cl)(Cl)[Cl:16], predict the reaction product. The product is: [Cl:16][C:5]1[C:4]([N+:1]([O-:3])=[O:2])=[CH:9][CH:8]=[C:7]([C:10]([F:13])([F:12])[F:11])[N:6]=1. (3) Given the reactants Cl.[F:2][C:3]1[CH:30]=[CH:29][C:6]([CH2:7][NH:8][C:9]([C:11]2[CH:16]=[C:15]([C:17]3[CH2:21][CH:20]([CH:22]4[CH2:27][CH2:26][NH:25][CH2:24][CH2:23]4)[O:19][N:18]=3)[N:14]=[C:13]([CH3:28])[N:12]=2)=[O:10])=[CH:5][C:4]=1[O:31][CH3:32].F[C:34](C1C(F)=C(F)C(F)=C(F)C=1F)([S:38]([C:41](F)(F)F)(=[O:40])=[O:39])[C:35]([O-])=[O:36], predict the reaction product. The product is: [F:2][C:3]1[CH:30]=[CH:29][C:6]([CH2:7][NH:8][C:9]([C:11]2[CH:16]=[C:15]([C:17]3[CH2:21][CH:20]([CH:22]4[CH2:23][CH2:24][N:25]([C:35](=[O:36])[CH2:34][S:38]([CH3:41])(=[O:40])=[O:39])[CH2:26][CH2:27]4)[O:19][N:18]=3)[N:14]=[C:13]([CH3:28])[N:12]=2)=[O:10])=[CH:5][C:4]=1[O:31][CH3:32]. (4) Given the reactants [OH:1][C:2]1[CH:7]=[CH:6][C:5]([NH:8][C:9](=[O:11])[CH3:10])=[CH:4][CH:3]=1.Cl[C:13]1[C:22]2[C:17](=[CH:18][C:19]([O:25][CH3:26])=[C:20]([O:23][CH3:24])[CH:21]=2)[CH:16]=[C:15]([NH:27][C:28]2[CH:32]=[C:31]([CH3:33])[NH:30][N:29]=2)[N:14]=1, predict the reaction product. The product is: [CH3:26][O:25][C:19]1[CH:18]=[C:17]2[C:22](=[CH:21][C:20]=1[O:23][CH3:24])[C:13]([O:1][C:2]1[CH:3]=[CH:4][C:5]([NH:8][C:9](=[O:11])[CH3:10])=[CH:6][CH:7]=1)=[N:14][C:15]([NH:27][C:28]1[CH:32]=[C:31]([CH3:33])[NH:30][N:29]=1)=[CH:16]2. (5) Given the reactants [CH2:1]([C:3]1[CH:10]=[C:7]([CH:8]=[O:9])[C:6]([OH:11])=[CH:5][CH:4]=1)[CH3:2].[I-:12].[Na+].ClN, predict the reaction product. The product is: [CH2:1]([C:3]1[CH:4]=[C:5]([I:12])[C:6]([OH:11])=[C:7]([CH:10]=1)[CH:8]=[O:9])[CH3:2]. (6) Given the reactants [Br:1][C:2]1[CH:7]=[CH:6][C:5]([Cl:8])=[CH:4][C:3]=1[OH:9].Cl[C:11]([F:16])([F:15])C([O-])=O.[Na+].C(=O)([O-])[O-].[Cs+].[Cs+], predict the reaction product. The product is: [Cl:8][C:5]1[CH:6]=[CH:7][C:2]([Br:1])=[C:3]([O:9][CH:11]([F:16])[F:15])[CH:4]=1. (7) Given the reactants [O:1]1[CH2:4][C:3]2([CH2:9][CH:8]3[CH:6]([CH:7]3[C:10]([OH:12])=O)[CH2:5]2)[CH2:2]1.C(C1NC=CN=1)(C1NC=CN=1)=O.Cl.[CH3:26][NH:27][O:28][CH3:29], predict the reaction product. The product is: [CH3:29][O:28][N:27]([CH3:26])[C:10]([CH:7]1[CH:6]2[CH:8]1[CH2:9][C:3]1([CH2:5]2)[CH2:2][O:1][CH2:4]1)=[O:12].